From a dataset of Forward reaction prediction with 1.9M reactions from USPTO patents (1976-2016). Predict the product of the given reaction. (1) Given the reactants [Br-].C([P+]([C:20]1[CH:25]=[CH:24][CH:23]=[CH:22][CH:21]=1)([C:20]1[CH:25]=[CH:24][CH:23]=[CH:22][CH:21]=1)[C:20]1[CH:25]=[CH:24][CH:23]=[CH:22][CH:21]=1)CCCC.[Li+].C[Si]([N-][Si](C)(C)C)(C)C.[NH:36]1C2[C:39](=[CH:40][CH:41]=[CH:42][CH:43]=2)[CH:38]=[C:37]1[CH:45]=O.[Cl-].[NH4+], predict the reaction product. The product is: [CH:38]([C:37]1[NH:36][C:20]2[C:21]([CH:45]=1)=[CH:22][CH:23]=[CH:24][CH:25]=2)=[CH:39][CH2:40][CH2:41][CH2:42][CH3:43]. (2) Given the reactants [OH:1][C:2]1[CH:15]=[CH:14][C:5]2[C@H:6]([CH2:9][C:10]([O:12]C)=[O:11])[CH2:7][O:8][C:4]=2[CH:3]=1.C([O-])([O-])=O.[K+].[K+].[F:22][C:23]1[CH:30]=[C:29]([F:31])[CH:28]=[CH:27][C:24]=1[CH2:25]Cl.O, predict the reaction product. The product is: [F:22][C:23]1[CH:30]=[C:29]([F:31])[CH:28]=[CH:27][C:24]=1[CH2:25][O:1][C:2]1[CH:15]=[CH:14][C:5]2[C@H:6]([CH2:9][C:10]([OH:12])=[O:11])[CH2:7][O:8][C:4]=2[CH:3]=1. (3) Given the reactants [CH3:1][S:2](Cl)(=[O:4])=[O:3].C(N(CC)CC)C.[OH:13][CH:14]1[CH2:19][CH2:18][CH:17]([C:20]([O:22][CH3:23])=[O:21])[C:16]([CH3:25])([CH3:24])[CH2:15]1, predict the reaction product. The product is: [CH3:24][C:16]1([CH3:25])[CH2:15][CH:14]([O:13][S:2]([CH3:1])(=[O:4])=[O:3])[CH2:19][CH2:18][CH:17]1[C:20]([O:22][CH3:23])=[O:21]. (4) The product is: [NH2:3][C:4]1[N:12]=[C:11]2[C:7]([N:8]=[CH:9][N:10]2[CH:15]([CH3:17])[CH3:16])=[C:6]([Cl:13])[N:5]=1. Given the reactants [H-].[Na+].[NH2:3][C:4]1[N:12]=[C:11]2[C:7]([N:8]=[CH:9][NH:10]2)=[C:6]([Cl:13])[N:5]=1.I[CH:15]([CH3:17])[CH3:16], predict the reaction product. (5) The product is: [F:54][C:2]([F:1])([F:53])[C:3]1[CH:4]=[C:5]([C:13]([CH3:52])([CH3:51])[C:14]([N:16]([C:18]2[CH:19]=[N:20][C:21]([N:32]3[C@H:41]([CH2:42][OH:43])[CH2:40][N:39]4[C@H:34]([CH2:35][O:36][CH2:37][CH2:38]4)[CH2:33]3)=[CH:22][C:23]=2[C:24]2[CH:29]=[CH:28][C:27]([F:30])=[CH:26][C:25]=2[Cl:31])[CH3:17])=[O:15])[CH:6]=[C:7]([C:9]([F:12])([F:11])[F:10])[CH:8]=1. Given the reactants [F:1][C:2]([F:54])([F:53])[C:3]1[CH:4]=[C:5]([C:13]([CH3:52])([CH3:51])[C:14]([N:16]([C:18]2[CH:19]=[N:20][C:21]([N:32]3[C@H:41]([CH2:42][O:43][Si](C(C)(C)C)(C)C)[CH2:40][N:39]4[C@H:34]([CH2:35][O:36][CH2:37][CH2:38]4)[CH2:33]3)=[CH:22][C:23]=2[C:24]2[CH:29]=[CH:28][C:27]([F:30])=[CH:26][C:25]=2[Cl:31])[CH3:17])=[O:15])[CH:6]=[C:7]([C:9]([F:12])([F:11])[F:10])[CH:8]=1.Cl, predict the reaction product. (6) Given the reactants C[O:2][C:3](=O)[C:4]1[CH:9]=[CH:8][C:7]([C:10]2[CH:15]=[CH:14][CH:13]=[C:12]([C:16]([F:19])([F:18])[F:17])[CH:11]=2)=[N:6][C:5]=1[CH3:20].CC(C[AlH]CC(C)C)C, predict the reaction product. The product is: [CH3:20][C:5]1[C:4]([CH2:3][OH:2])=[CH:9][CH:8]=[C:7]([C:10]2[CH:15]=[CH:14][CH:13]=[C:12]([C:16]([F:18])([F:17])[F:19])[CH:11]=2)[N:6]=1. (7) The product is: [CH2:24]([N:8]1[C:9]2[CH:10]=[C:11]([C:15]([O:17][CH3:18])=[O:16])[CH:12]=[C:13]3[N:2]([CH3:1])[S:3](=[O:20])(=[O:19])[CH2:4][CH2:5][C:6]([C:14]=23)=[CH:7]1)[CH3:25]. Given the reactants [CH3:1][N:2]1[C:13]2[C:14]3[C:6](=[CH:7][NH:8][C:9]=3[CH:10]=[C:11]([C:15]([O:17][CH3:18])=[O:16])[CH:12]=2)[CH2:5][CH2:4][S:3]1(=[O:20])=[O:19].[H-].[Na+].I[CH2:24][CH3:25], predict the reaction product. (8) Given the reactants [CH2:1]([CH:8]1[CH2:13][CH2:12][NH:11][CH2:10][CH2:9]1)[C:2]1[CH:7]=[CH:6][CH:5]=[CH:4][CH:3]=1.C[Si](C)(C)CCOC[N:20]1[C:24]2[CH:25]=[CH:26][CH:27]=[CH:28][C:23]=2[N:22]=[C:21]1[CH:29]=O.ClCCCl.C(O[BH-](OC(=O)C)OC(=O)C)(=O)C.[Na+], predict the reaction product. The product is: [CH2:1]([CH:8]1[CH2:13][CH2:12][N:11]([CH2:29][C:21]2[NH:22][C:23]3[CH:28]=[CH:27][CH:26]=[CH:25][C:24]=3[N:20]=2)[CH2:10][CH2:9]1)[C:2]1[CH:7]=[CH:6][CH:5]=[CH:4][CH:3]=1. (9) Given the reactants Cl.Cl.[O:3]1[C:7]2[CH:8]=[CH:9][C:10]([C:12]3([CH2:18][CH2:19][N:20]4[CH:25]5[CH2:26][CH2:27][CH:21]4[CH2:22][CH:23]([N:28]4[C:32]6[CH:33]=[CH:34][CH:35]=[CH:36][C:31]=6[N:30]=[C:29]4[CH3:37])[CH2:24]5)[CH2:17][CH2:16][NH:15][CH2:14][CH2:13]3)=[CH:11][C:6]=2[O:5][CH2:4]1.C(N(CC)CC)C.[Cl:45][C:46]1[CH:54]=[CH:53][C:49]([C:50](O)=[O:51])=[CH:48][C:47]=1[S:55](=[O:58])(=[O:57])[NH2:56].F[P-](F)(F)(F)(F)F.N1(OC(N(C)C)=[N+](C)C)C2N=CC=CC=2N=N1, predict the reaction product. The product is: [O:3]1[C:7]2[CH:8]=[CH:9][C:10]([C:12]3([CH2:18][CH2:19][N:20]4[C@H:25]5[CH2:26][CH2:27][C@@H:21]4[CH2:22][CH:23]([N:28]4[C:32]6[CH:33]=[CH:34][CH:35]=[CH:36][C:31]=6[N:30]=[C:29]4[CH3:37])[CH2:24]5)[CH2:13][CH2:14][N:15]([C:50]([C:49]4[CH:53]=[CH:54][C:46]([Cl:45])=[C:47]([S:55]([NH2:56])(=[O:57])=[O:58])[CH:48]=4)=[O:51])[CH2:16][CH2:17]3)=[CH:11][C:6]=2[O:5][CH2:4]1.